Dataset: Forward reaction prediction with 1.9M reactions from USPTO patents (1976-2016). Task: Predict the product of the given reaction. (1) The product is: [C:13]([Si:17]([O:12][C:6]1[C:7]([F:11])=[CH:8][CH:9]=[CH:10][C:5]=1[C:2]([CH3:1])([CH3:3])[CH3:4])([CH3:20])[CH3:19])([CH3:16])([CH3:15])[CH3:14]. Given the reactants [CH3:1][C:2]([C:5]1[CH:10]=[CH:9][CH:8]=[C:7]([F:11])[C:6]=1[OH:12])([CH3:4])[CH3:3].[C:13]([Si:17]([CH3:20])([CH3:19])Cl)([CH3:16])([CH3:15])[CH3:14].N1C=CN=C1, predict the reaction product. (2) The product is: [Cl:17][C:12]1[CH:11]=[C:10]([CH:15]=[CH:14][C:13]=1[Cl:16])[CH2:9][C:5]1[C:6](=[O:8])[NH:7][C:2]([N:1]2[CH2:25][CH2:26][NH:27][C:28]2=[O:29])=[N:3][C:4]=1[C:18]([F:21])([F:20])[F:19]. Given the reactants [NH2:1][C:2]1[NH:7][C:6](=[O:8])[C:5]([CH2:9][C:10]2[CH:15]=[CH:14][C:13]([Cl:16])=[C:12]([Cl:17])[CH:11]=2)=[C:4]([C:18]([F:21])([F:20])[F:19])[N:3]=1.[H-].[Na+].Br[CH2:25][CH2:26][N:27]=[C:28]=[O:29].O, predict the reaction product. (3) The product is: [OH:7][CH2:8][C:9]([CH3:39])([CH3:38])[CH2:10][C:11]1[CH:12]=[C:13]([C:17]2([C:23]3[CH:24]=[C:25]([CH2:29][C:30]([CH3:32])([CH3:31])[CH2:33][OH:34])[CH:26]=[CH:27][CH:28]=3)[S:18][CH2:19][CH2:20][CH2:21][S:22]2)[CH:14]=[CH:15][CH:16]=1. Given the reactants [Li+].[BH4-].CO.C([O:7][C:8](=O)[C:9]([CH3:39])([CH3:38])[CH2:10][C:11]1[CH:16]=[CH:15][CH:14]=[C:13]([C:17]2([C:23]3[CH:28]=[CH:27][CH:26]=[C:25]([CH2:29][C:30]([C:33](OCC)=[O:34])([CH3:32])[CH3:31])[CH:24]=3)[S:22][CH2:21][CH2:20][CH2:19][S:18]2)[CH:12]=1)C.[NH4+].[Cl-].ClCl, predict the reaction product. (4) Given the reactants [Li]CCCC.[CH3:6][C:7]1[S:11][CH:10]=[N:9][CH:8]=1.[CH2:12]([O:19][C:20]1[N:25]=[C:24]([C:26](OC)=[O:27])[CH:23]=[CH:22][CH:21]=1)[C:13]1[CH:18]=[CH:17][CH:16]=[CH:15][CH:14]=1.Cl, predict the reaction product. The product is: [CH2:12]([O:19][C:20]1[N:25]=[C:24]([C:26]([C:10]2[S:11][C:7]([CH3:6])=[CH:8][N:9]=2)=[O:27])[CH:23]=[CH:22][CH:21]=1)[C:13]1[CH:14]=[CH:15][CH:16]=[CH:17][CH:18]=1. (5) Given the reactants C([O:9][C:10]1[CH:19]=[CH:18][C:13]([C:14]([O:16]C)=[O:15])=[CH:12][C:11]=1[C:20](=[O:27])[NH:21][O:22][C:23]([CH3:26])([CH3:25])[CH3:24])(=O)C1C=CC=CC=1.[OH-].[Na+], predict the reaction product. The product is: [C:23]([O:22][NH:21][C:20]([C:11]1[CH:12]=[C:13]([CH:18]=[CH:19][C:10]=1[OH:9])[C:14]([OH:16])=[O:15])=[O:27])([CH3:26])([CH3:24])[CH3:25]. (6) Given the reactants [NH:1]1[CH2:5][CH2:4][C@H:3]([OH:6])[CH2:2]1.[C:7]([O:11][C:12]([N:14]1[CH2:17][CH:16]([C:18](O)=[O:19])[CH2:15]1)=[O:13])([CH3:10])([CH3:9])[CH3:8].Cl.CN(C)CCCN=C=NCC, predict the reaction product. The product is: [C:7]([O:11][C:12]([N:14]1[CH2:17][CH:16]([C:18]([N:1]2[CH2:5][CH2:4][C@H:3]([OH:6])[CH2:2]2)=[O:19])[CH2:15]1)=[O:13])([CH3:10])([CH3:9])[CH3:8]. (7) The product is: [I:10][C:2]1[C:7]([Br:8])=[CH:6][C:5]([Br:9])=[CH:4][N:3]=1. Given the reactants Br[C:2]1[C:7]([Br:8])=[CH:6][C:5]([Br:9])=[CH:4][N:3]=1.[I-:10].[Na+].C(#N)CC.Cl[Si](C)(C)C, predict the reaction product. (8) Given the reactants [Cl:1][C:2]1[CH:3]=[N:4][C:5]([NH:8][C:9]2[CH:14]=[CH:13][C:12]([CH:15]3[O:20][CH2:19][CH2:18][N:17](C(OC(C)(C)C)=O)[CH2:16]3)=[CH:11][C:10]=2[F:28])=[N:6][CH:7]=1.FC(F)(F)C(O)=O.CCOC(C)=O.C1COCC1, predict the reaction product. The product is: [Cl:1][C:2]1[CH:3]=[N:4][C:5]([NH:8][C:9]2[CH:14]=[CH:13][C:12]([CH:15]3[O:20][CH2:19][CH2:18][NH:17][CH2:16]3)=[CH:11][C:10]=2[F:28])=[N:6][CH:7]=1.